Dataset: Serine/threonine kinase 33 screen with 319,792 compounds. Task: Binary Classification. Given a drug SMILES string, predict its activity (active/inactive) in a high-throughput screening assay against a specified biological target. (1) The drug is S=C(N1CC(CC(C1)C)C)Nc1ccc(cc1)C(=O)C. The result is 0 (inactive). (2) The molecule is Clc1ccc(CN(CC(=O)Nc2ccc(cc2)C)C)cc1. The result is 0 (inactive). (3) The molecule is O(c1c(CNc2n(c(c3cc([N+]([O-])=O)ccc3)cn2)C)ccc(OC)c1OC)C. The result is 0 (inactive). (4) The drug is Clc1cc(c(Oc2c([N+]([O-])=O)cc(cc2)C(=O)N)cc1)C. The result is 0 (inactive). (5) The drug is O(c1c2nc(c3c(N(CC3)c3ccc(O)cc3)c2cc(OC)c1)C)C. The result is 0 (inactive). (6) The molecule is Clc1c(NC(=O)CSc2oc(nn2)C2Oc3c(OC2)cccc3)ccc(F)c1. The result is 0 (inactive). (7) The compound is O1C(C(OC(=O)C)C(OC(=O)C)C(OC(=O)C)C1O\N=C\CC1OC(C(OC(=O)C)C=C1)COC(=O)C)COC(=O)C. The result is 0 (inactive). (8) The drug is S(CCC(NC(OCc1ccccc1)=O)CO)C. The result is 0 (inactive). (9) The drug is O(c1c(OC)cc(cc1)C=O)C(=O)Nc1ccccc1. The result is 0 (inactive).